Dataset: Antibody paratope prediction from SAbDab with 1,023 antibody chains. Task: Token-level Classification. Given an antibody amino acid sequence, predict which amino acid positions are active in antigen binding. Output is a list of indices for active paratope positions. (1) Given the antibody sequence: IGLTQSPGTLSVSPGERATLSCRPSQAISKSHLAWYSQKSGQPPRLLLTGTYERASGVPDRFVGSGSGTNYTLTIASVEAEDFAVYFCQCFEGFGQGTKLEIK, which amino acid positions are active in antigen binding (paratope)? The paratope positions are: [29]. (2) Given the antibody sequence: QVQLVQSGAEVKKPGSSVKVSCKASGGTFSSYAISWVRQAPGQGLEWMGGIIPIFGTASYAQKFQGRVTITADKSTSTAYMELSSLRSEDTAVYYCARVGYCSSTSCNRGAFDIWGQGTMVTVSS, which amino acid positions are active in antigen binding (paratope)? The paratope positions are: [52, 83, 84, 85, 104, 105, 106, 107, 108, 109, 110, 111]. (3) Given the antibody sequence: QSVEESGGRLVTPGTPLTLTCTVSACSLYHCTMNWVRQAPGKGLEWIGDIYTDGNTYYANWAKGRFTISKTSTTVDLKITSPTTEDTATYFCARDSWDASSYYGLDLWGQGTLVTVSS, which amino acid positions are active in antigen binding (paratope)? The paratope positions are: [79, 80, 81, 100, 101, 102, 103, 104]. (4) Given the antibody sequence: DIVMTQAAFSNPVTLGTSASISCRSSKSLLHSDGITYLYWYLQKPGQSPHLLIYHLSNLASGVPDRFSSSGSGTDFTLRISRVEAEDVGIYYCAHNVELPRTFGGGTKLEIK, which amino acid positions are active in antigen binding (paratope)? The paratope positions are: [30, 31, 32, 33, 34]. (5) Given the antibody sequence: EVMLVESGGDLVKPGGSLKLPCAASGFTVSTYAMSWIRQTPEKRLEWVATISSGGSYTYYPDNVKGRFTISRDIAKNTLYLQMSSLRSEDTAMYYCARHPPTVVAGDAMDYWGQGTSVTVSS, which amino acid positions are active in antigen binding (paratope)? The paratope positions are: [52, 83, 84, 85, 104, 105, 106, 107, 108].